Task: Predict which catalyst facilitates the given reaction.. Dataset: Catalyst prediction with 721,799 reactions and 888 catalyst types from USPTO Reactant: [CH3:1][CH:2]([CH2:28][CH3:29])[CH:3]([C:8]1[C:9]([CH3:27])=[N:10][C:11]([N:21]2[CH2:26][CH2:25][CH2:24][CH2:23][CH2:22]2)=[N:12][C:13]=1[C:14]1[CH:19]=[CH:18][C:17]([CH3:20])=[CH:16][CH:15]=1)[C:4]([O:6]C)=[O:5].[OH-].[Na+]. Product: [CH3:1][CH:2]([CH2:28][CH3:29])[CH:3]([C:8]1[C:9]([CH3:27])=[N:10][C:11]([N:21]2[CH2:26][CH2:25][CH2:24][CH2:23][CH2:22]2)=[N:12][C:13]=1[C:14]1[CH:19]=[CH:18][C:17]([CH3:20])=[CH:16][CH:15]=1)[C:4]([OH:6])=[O:5]. The catalyst class is: 5.